This data is from Reaction yield outcomes from USPTO patents with 853,638 reactions. The task is: Predict the reaction yield, written as a fraction of the theoretical maximum amount of product (1.0 means a 100% yield; for example, 0.34 means a 34% yield). The catalyst is C1(C)C=CC=CC=1. The product is [Cl:1][C:2]1[C:3]([F:20])=[C:4]([C:12]2[N:13]=[CH:14][N:15]=[C:16]([OH:18])[CH:17]=2)[C:5]([C:8]([F:11])([F:10])[CH3:9])=[CH:6][CH:7]=1. The reactants are [Cl:1][C:2]1[C:3]([F:20])=[C:4]([C:12]2[CH:17]=[C:16]([O:18]C)[N:15]=[CH:14][N:13]=2)[C:5]([C:8]([F:11])([F:10])[CH3:9])=[CH:6][CH:7]=1.CC(O)=O.Br. The yield is 0.840.